This data is from Forward reaction prediction with 1.9M reactions from USPTO patents (1976-2016). The task is: Predict the product of the given reaction. (1) Given the reactants [Br:1][C:2]1[C:3]([NH:8][CH:9]=[C:10]2C(=O)OC(C)(C)O[C:11]2=[O:19])=[N:4][CH:5]=[CH:6][CH:7]=1.CCCCCC, predict the reaction product. The product is: [Br:1][C:2]1[C:3]2=[N:8][CH:9]=[CH:10][C:11](=[O:19])[N:4]2[CH:5]=[CH:6][CH:7]=1. (2) Given the reactants Cl[C:2]1[CH:7]=[C:6]([C:8]#[C:9][C:10]2[CH:15]=[CH:14][C:13]([CH2:16][CH2:17][C:18]([O:20][CH3:21])=[O:19])=[CH:12][CH:11]=2)[CH:5]=[CH:4]N=1.Br[C:23]1[C:32]2[C:24](=[CH:23][CH:32]=[CH:31][CH:31]=2)[CH:25]=[CH:25][CH:24]=1, predict the reaction product. The product is: [C:6]1([C:8]#[C:9][C:10]2[CH:15]=[CH:14][C:13]([CH2:16][CH2:17][C:18]([O:20][CH3:21])=[O:19])=[CH:12][CH:11]=2)[C:7]2[C:24](=[CH:23][CH:32]=[CH:31][CH:2]=2)[CH:25]=[CH:4][CH:5]=1. (3) Given the reactants [Cl:1][C:2]1[N:3]=[C:4]([N:11]2[CH2:16][CH2:15][O:14][CH2:13][CH2:12]2)[C:5]2[CH:10]=[CH:9][S:8][C:6]=2[N:7]=1.[CH:17](=[O:19])[CH3:18], predict the reaction product. The product is: [Cl:1][C:2]1[N:3]=[C:4]([N:11]2[CH2:16][CH2:15][O:14][CH2:13][CH2:12]2)[C:5]2[CH:10]=[C:9]([CH:17]([OH:19])[CH3:18])[S:8][C:6]=2[N:7]=1. (4) The product is: [F:27][C:28]1[N:29]=[N:30][C:31]([N:1]2[CH2:4][CH:3]([C:5]([NH:7][C:8]3[CH:13]=[CH:12][C:11]([CH:14]4[CH2:15][CH2:16][N:17]([C:20]([O:22][C:23]([CH3:26])([CH3:25])[CH3:24])=[O:21])[CH2:18][CH2:19]4)=[CH:10][CH:9]=3)=[O:6])[CH2:2]2)=[CH:32][CH:33]=1. Given the reactants [NH:1]1[CH2:4][CH:3]([C:5]([NH:7][C:8]2[CH:13]=[CH:12][C:11]([CH:14]3[CH2:19][CH2:18][N:17]([C:20]([O:22][C:23]([CH3:26])([CH3:25])[CH3:24])=[O:21])[CH2:16][CH2:15]3)=[CH:10][CH:9]=2)=[O:6])[CH2:2]1.[F:27][C:28]1[N:29]=[N:30][C:31](F)=[CH:32][CH:33]=1.ClC1N=NC(Cl)=CC=1, predict the reaction product. (5) Given the reactants [N+:1]([C:4]1[CH:5]=[CH:6][C:7]2[CH2:12][CH2:11][O:10][B:9]([OH:13])[C:8]=2[CH:14]=1)([O-])=O.CCN(CC)CC.[F:22][C:23]1[CH:31]=[CH:30][C:26]([C:27](Cl)=[O:28])=[C:25]([C:32]([F:35])([F:34])[F:33])[CH:24]=1, predict the reaction product. The product is: [F:22][C:23]1[CH:31]=[CH:30][C:26]([C:27]([NH:1][C:4]2[CH:5]=[CH:6][C:7]3[CH2:12][CH2:11][O:10][B:9]([OH:13])[C:8]=3[CH:14]=2)=[O:28])=[C:25]([C:32]([F:33])([F:34])[F:35])[CH:24]=1. (6) The product is: [F:8][C:9]1[CH:10]=[CH:11][C:12]([CH:15]2[CH2:16][C:17](=[O:19])[O:23][C:21](=[O:22])[CH2:20]2)=[CH:13][CH:14]=1. Given the reactants C(OC(=O)C)(=O)C.[F:8][C:9]1[CH:14]=[CH:13][C:12]([CH:15]([CH2:20][C:21]([OH:23])=[O:22])[CH2:16][C:17]([OH:19])=O)=[CH:11][CH:10]=1, predict the reaction product. (7) The product is: [O:14]([C:21]1[CH:22]=[CH:23][C:24]([CH2:25][N:4]2[CH2:3][CH2:2][O:7][C@@H:6]([C:8]3[CH:9]=[CH:10][CH:11]=[CH:12][CH:13]=3)[CH2:5]2)=[CH:27][CH:28]=1)[C:15]1[CH:16]=[CH:17][CH:18]=[CH:19][CH:20]=1. Given the reactants O[CH2:2][CH2:3][NH:4][CH2:5][C@H:6]([C:8]1[CH:13]=[CH:12][CH:11]=[CH:10][CH:9]=1)[OH:7].[O:14]([C:21]1[CH:28]=[CH:27][C:24]([CH:25]=O)=[CH:23][CH:22]=1)[C:15]1[CH:20]=[CH:19][CH:18]=[CH:17][CH:16]=1.C(O[BH-](OC(=O)C)OC(=O)C)(=O)C.[Na+], predict the reaction product. (8) Given the reactants [C:1]([C:4]1[C:40](=[O:41])[C@@:8]2([CH3:42])[C:9]3[C:15]([OH:16])=[CH:14][C:13]([O:17]CC4C=CC=CC=4)=[C:12]([C:25]([NH:27][CH2:28][C:29]4[C:38]5[C:33](=[CH:34][CH:35]=[CH:36][CH:37]=5)[CH:32]=[CH:31][C:30]=4[CH3:39])=[O:26])[C:10]=3[O:11][C:7]2=[CH:6][C:5]=1[OH:43])(=[O:3])[CH3:2].[H][H], predict the reaction product. The product is: [C:1]([C:4]1[C:40](=[O:41])[C@@:8]2([CH3:42])[C:9]3[C:15]([OH:16])=[CH:14][C:13]([OH:17])=[C:12]([C:25]([NH:27][CH2:28][C:29]4[C:38]5[C:33](=[CH:34][CH:35]=[CH:36][CH:37]=5)[CH:32]=[CH:31][C:30]=4[CH3:39])=[O:26])[C:10]=3[O:11][C:7]2=[CH:6][C:5]=1[OH:43])(=[O:3])[CH3:2]. (9) Given the reactants [C:1]([CH2:3][C:4](O)=[O:5])#[N:2].[CH:7]1([CH2:13][NH:14][C:15]([NH:17][CH2:18][CH:19]2[CH2:24][CH2:23][CH2:22][CH2:21][CH2:20]2)=[O:16])[CH2:12][CH2:11][CH2:10][CH2:9][CH2:8]1, predict the reaction product. The product is: [NH2:2][C:1]1[N:14]([CH2:13][CH:7]2[CH2:8][CH2:9][CH2:10][CH2:11][CH2:12]2)[C:15](=[O:16])[N:17]([CH2:18][CH:19]2[CH2:24][CH2:23][CH2:22][CH2:21][CH2:20]2)[C:4](=[O:5])[CH:3]=1.